This data is from NCI-60 drug combinations with 297,098 pairs across 59 cell lines. The task is: Regression. Given two drug SMILES strings and cell line genomic features, predict the synergy score measuring deviation from expected non-interaction effect. (1) Drug 1: CCN(CC)CCNC(=O)C1=C(NC(=C1C)C=C2C3=C(C=CC(=C3)F)NC2=O)C. Drug 2: CN1C=C(C=N1)C2=C3N=C(C(=C(N3N=C2)N)Br)C4CCCNC4. Cell line: NCIH23. Synergy scores: CSS=65.7, Synergy_ZIP=-0.543, Synergy_Bliss=-2.00, Synergy_Loewe=-4.23, Synergy_HSA=3.87. (2) Drug 1: CC=C1C(=O)NC(C(=O)OC2CC(=O)NC(C(=O)NC(CSSCCC=C2)C(=O)N1)C(C)C)C(C)C. Drug 2: CCC1(CC2CC(C3=C(CCN(C2)C1)C4=CC=CC=C4N3)(C5=C(C=C6C(=C5)C78CCN9C7C(C=CC9)(C(C(C8N6C)(C(=O)OC)O)OC(=O)C)CC)OC)C(=O)OC)O.OS(=O)(=O)O. Cell line: MOLT-4. Synergy scores: CSS=52.7, Synergy_ZIP=5.80, Synergy_Bliss=15.2, Synergy_Loewe=-28.1, Synergy_HSA=6.75.